From a dataset of Forward reaction prediction with 1.9M reactions from USPTO patents (1976-2016). Predict the product of the given reaction. (1) Given the reactants S(Cl)(Cl)=O.[NH:5]1[CH2:10][CH2:9][CH:8]([C:11]([NH2:13])=[O:12])[CH2:7][CH2:6]1, predict the reaction product. The product is: [C:11]([CH:8]1[CH2:9][CH2:10][NH:5][CH2:6][CH2:7]1)#[N:13].[NH:5]1[CH2:10][CH2:9][CH:8]([C:11]([NH2:13])=[O:12])[CH2:7][CH2:6]1. (2) Given the reactants Cl[C:2]1[C:7]2[CH:8]3[O:15][CH2:14][CH2:13][N:9]3[C:10](=[O:12])[NH:11][C:6]=2[N:5]=[CH:4][CH:3]=1.[NH2:16][C:17]1[CH:22]=[CH:21][C:20]([NH:23][C:24](=[O:36])[C:25]2[CH:30]=[CH:29][C:28]([F:31])=[CH:27][C:26]=2[C:32]([F:35])([F:34])[F:33])=[CH:19][CH:18]=1.Cl.O1CCOCC1, predict the reaction product. The product is: [F:31][C:28]1[CH:29]=[CH:30][C:25]([C:24]([NH:23][C:20]2[CH:19]=[CH:18][C:17]([NH:16][C:2]3[C:7]4[CH:8]5[O:15][CH2:14][CH2:13][N:9]5[C:10](=[O:12])[NH:11][C:6]=4[N:5]=[CH:4][CH:3]=3)=[CH:22][CH:21]=2)=[O:36])=[C:26]([C:32]([F:33])([F:34])[F:35])[CH:27]=1.